Dataset: Full USPTO retrosynthesis dataset with 1.9M reactions from patents (1976-2016). Task: Predict the reactants needed to synthesize the given product. (1) Given the product [CH3:22][N:23]1[C:27]([C:28]2[CH:29]=[C:30]3[C:35](=[CH:36][CH:37]=2)[N:34]=[CH:33][CH:32]=[N:31]3)=[C:26]([C:41]2[CH:48]=[CH:47][CH:46]=[CH:45][C:42]=2[C:43]#[N:44])[C:25](=[O:38])[N:24]1[CH3:39], predict the reactants needed to synthesize it. The reactants are: C([O-])(=O)C.[Cs+].O1C=CC=C1P(C1OC=CC=1)C1OC=CC=1.[CH3:22][N:23]1[C:27]([C:28]2[CH:29]=[C:30]3[C:35](=[CH:36][CH:37]=2)[N:34]=[CH:33][CH:32]=[N:31]3)=[CH:26][C:25](=[O:38])[N:24]1[CH3:39].Br[C:41]1[CH:48]=[CH:47][CH:46]=[CH:45][C:42]=1[C:43]#[N:44]. (2) Given the product [OH:1][CH:2]1[CH:9]2[CH2:10][C:5]3([C:12]([NH:14][C@H:15]4[CH2:20][CH2:19][CH2:18][N:17]([C:32]([O:34][C:35]5[CH:36]=[CH:37][C:38]([N+:41]([O-:43])=[O:42])=[CH:39][CH:40]=5)=[O:33])[CH2:16]4)=[O:13])[CH2:6][CH:7]([CH2:11][CH:3]1[CH2:4]3)[CH2:8]2, predict the reactants needed to synthesize it. The reactants are: [OH:1][CH:2]1[CH:9]2[CH2:10][C:5]3([C:12]([NH:14][C@H:15]4[CH2:20][CH2:19][CH2:18][NH:17][CH2:16]4)=[O:13])[CH2:6][CH:7]([CH2:11][CH:3]1[CH2:4]3)[CH2:8]2.C(Cl)Cl.C(N(CC)CC)C.Cl[C:32]([O:34][C:35]1[CH:40]=[CH:39][C:38]([N+:41]([O-:43])=[O:42])=[CH:37][CH:36]=1)=[O:33].